This data is from Full USPTO retrosynthesis dataset with 1.9M reactions from patents (1976-2016). The task is: Predict the reactants needed to synthesize the given product. Given the product [ClH:23].[CH2:1]([O:3][C:4]1[CH:13]=[C:12]2[C:7]([CH:8]=[CH:9][C:10]([C:24]3[CH:25]=[C:26]([CH2:30][N:31]4[CH:35]=[CH:34][N:33]=[C:32]4[CH3:36])[N:27]=[N:28][CH:29]=3)=[CH:11]2)=[CH:6][CH:5]=1)[CH3:2], predict the reactants needed to synthesize it. The reactants are: [CH2:1]([O:3][C:4]1[CH:13]=[C:12]2[C:7]([CH:8]=[CH:9][C:10](B3OC(C)(C)C(C)(C)O3)=[CH:11]2)=[CH:6][CH:5]=1)[CH3:2].[Cl:23][C:24]1[CH:25]=[C:26]([CH2:30][N:31]2[CH:35]=[CH:34][N:33]=[C:32]2[CH3:36])[N:27]=[N:28][CH:29]=1.